From a dataset of Forward reaction prediction with 1.9M reactions from USPTO patents (1976-2016). Predict the product of the given reaction. (1) Given the reactants [C:1]([O:6][CH3:7])(=[O:5])[C:2]([CH3:4])=[CH2:3].[C:8]([O:12][CH2:13][CH2:14][O:15][CH3:16])(=[O:11])[CH:9]=[CH2:10].[C:17]([O:22][CH2:23][C:24]1[CH:29]=[CH:28][CH:27]=[CH:26][CH:25]=1)(=[O:21])[C:18]([CH3:20])=[CH2:19].[C:30]([OH:35])(=[O:34])[C:31]([CH3:33])=[CH2:32].N(C(C)(C)C(OC)=O)=NC(C)(C)C(OC)=O, predict the reaction product. The product is: [C:1]([O:6][CH3:7])(=[O:5])[C:2]([CH3:4])=[CH2:3].[C:8]([O:12][CH2:13][CH2:14][O:15][CH3:16])(=[O:11])[C:9]([CH3:17])=[CH2:10].[C:17]([O:22][CH2:23][C:24]1[CH:25]=[CH:26][CH:27]=[CH:28][CH:29]=1)(=[O:21])[C:18]([CH3:20])=[CH2:19].[C:30]([OH:35])(=[O:34])[C:31]([CH3:33])=[CH2:32]. (2) Given the reactants [C:1]([S:5][C:6]1[CH:11]=[CH:10][C:9](B2OC(C)(C)C(C)(C)O2)=[CH:8][CH:7]=1)([CH3:4])([CH3:3])[CH3:2].Br[C:22]1([O:49][C:50]2(Br)[C:55]([F:56])=[C:54]([F:57])[C:53]([C:69]3[CH:74]=[CH:73][CH:72]=[CH:71][CH:70]=3)([C:58]3[C:63]([F:64])=[C:62]([F:65])[C:61]([F:66])=[C:60]([F:67])[C:59]=3[F:68])[C:52]([F:75])=[C:51]2[F:76])[C:27]([F:28])=[C:26]([F:29])[C:25]([C:41]2[CH:46]=[CH:45][CH:44]=[CH:43][CH:42]=2)([C:30]2[C:35]([F:36])=[C:34]([F:37])[C:33]([F:38])=[C:32]([F:39])[C:31]=2[F:40])[C:24]([F:47])=[C:23]1[F:48].C(=O)([O-])[O-].[Na+].[Na+], predict the reaction product. The product is: [C:1]([S:5][C:6]1[CH:11]=[CH:10][C:9]([C:44]2[CH:43]=[CH:42][C:41]([C:25]3([C:30]4[C:35]([F:36])=[C:34]([F:37])[C:33]([F:38])=[C:32]([F:39])[C:31]=4[F:40])[C:24]([F:47])=[C:23]([F:48])[C:22]([O:49][C:50]4[C:55]([F:56])=[C:54]([F:57])[C:53]([C:69]5[CH:70]=[CH:71][C:72]([C:9]6[CH:8]=[CH:7][C:6]([S:5][C:1]([CH3:2])([CH3:3])[CH3:4])=[CH:11][CH:10]=6)=[CH:73][CH:74]=5)([C:58]5[C:63]([F:64])=[C:62]([F:65])[C:61]([F:66])=[C:60]([F:67])[C:59]=5[F:68])[CH:52]([F:75])[C:51]=4[F:76])=[C:27]([F:28])[CH:26]3[F:29])=[CH:46][CH:45]=2)=[CH:8][CH:7]=1)([CH3:4])([CH3:2])[CH3:3]. (3) Given the reactants C1(C)C=CC=CC=1.[CH3:8][C:9]1[C:13](B(O)O)=[C:12]([CH3:17])[O:11][N:10]=1.Br[C:19]1[CH:24]=[C:23]([O:25][CH3:26])[CH:22]=[CH:21][C:20]=1[CH2:27][CH2:28][C:29]([O:31][CH2:32][CH3:33])=[O:30].C(=O)(O)[O-].[Na+], predict the reaction product. The product is: [CH3:8][C:9]1[C:13]([C:21]2[CH:22]=[C:23]([O:25][CH3:26])[CH:24]=[CH:19][C:20]=2[CH2:27][CH2:28][C:29]([O:31][CH2:32][CH3:33])=[O:30])=[C:12]([CH3:17])[O:11][N:10]=1. (4) The product is: [CH2:1]([O:8][C:9]([N:11]([CH3:27])[C@@H:12]([C@@H:23]([CH3:26])[CH2:24][CH3:25])[C@H:13]([O:22][CH3:28])[CH2:14][C:15]([O:17][C:18]([CH3:20])([CH3:21])[CH3:19])=[O:16])=[O:10])[C:2]1[CH:3]=[CH:4][CH:5]=[CH:6][CH:7]=1. Given the reactants [CH2:1]([O:8][C:9]([N:11]([CH3:27])[C@@H:12]([C@@H:23]([CH3:26])[CH2:24][CH3:25])[C@H:13]([OH:22])[CH2:14][C:15]([O:17][C:18]([CH3:21])([CH3:20])[CH3:19])=[O:16])=[O:10])[C:2]1[CH:7]=[CH:6][CH:5]=[CH:4][CH:3]=1.[CH3:28]N(C1C2C(N(C)C)=CC=CC=2C=CC=1)C.F[B-](F)(F)F.C[O+](C)C, predict the reaction product. (5) The product is: [ClH:27].[O:26]=[C:10]1[NH:11][C:12]2[N:13]=[CH:14][C:15](/[CH:19]=[CH:20]/[C:21]([OH:23])=[O:22])=[CH:16][C:17]=2[CH2:18][CH2:7]1. Given the reactants [OH-].[Na+].CN1CC[C:7]2([CH2:18][C:17]3[C:12](=[N:13][CH:14]=[C:15](/[CH:19]=[CH:20]/[C:21]([O:23]CC)=[O:22])[CH:16]=3)[NH:11][C:10]2=[O:26])CC1.[Cl:27]CCl, predict the reaction product. (6) Given the reactants [OH:1][CH2:2][C:3]1([CH2:6][O:7][C:8]2[C:13]([O:14][CH3:15])=[C:12]([O:16][CH3:17])[CH:11]=[CH:10][C:9]=2[C:18]2[CH:26]=[CH:25][CH:24]=[C:23]3[C:19]=2[CH2:20][CH2:21][C:22]3=[O:27])[CH2:5][CH2:4]1.C(N(CC)CC)C.[N:35]([CH:38]([CH3:40])[CH3:39])=[C:36]=[O:37].COC1C(OC)=CC=C(C2C=CC=C3C=2CCC3=O)C=1OCC1(COC(=O)NCC)CC1, predict the reaction product. The product is: [CH3:15][O:14][C:13]1[C:12]([O:16][CH3:17])=[CH:11][CH:10]=[C:9]([C:18]2[CH:26]=[CH:25][CH:24]=[C:23]3[C:19]=2[CH2:20][CH2:21][C:22]3=[O:27])[C:8]=1[O:7][CH2:6][C:3]1([CH2:2][O:1][C:36](=[O:37])[NH:35][CH:38]([CH3:40])[CH3:39])[CH2:4][CH2:5]1.